From a dataset of Catalyst prediction with 721,799 reactions and 888 catalyst types from USPTO. Predict which catalyst facilitates the given reaction. (1) Reactant: [CH3:1][O:2][C:3]1[CH:10]=[CH:9][C:6]([CH:7]=[O:8])=[CH:5][C:4]=1[O:11][CH2:12][CH2:13][CH2:14][O:15][CH3:16].[BH4-].[Na+].O. Product: [CH3:1][O:2][C:3]1[CH:10]=[CH:9][C:6]([CH2:7][OH:8])=[CH:5][C:4]=1[O:11][CH2:12][CH2:13][CH2:14][O:15][CH3:16]. The catalyst class is: 1. (2) Product: [CH3:1][NH:2][CH2:3][CH:4]1[CH:13]([O:14][C:15]2[CH:20]=[CH:19][CH:18]=[CH:17][C:16]=2[CH3:21])[C:12]2[C:7](=[CH:8][CH:9]=[CH:10][CH:11]=2)[O:6][CH2:5]1. The catalyst class is: 26. Reactant: [CH3:1][N:2](C)[CH2:3][CH:4]1[CH:13]([O:14][C:15]2[CH:20]=[CH:19][CH:18]=[CH:17][C:16]=2[CH3:21])[C:12]2[C:7](=[CH:8][CH:9]=[CH:10][CH:11]=2)[O:6][CH2:5]1.C(N(C(C)C)CC)(C)C.ClC(OC(Cl)=O)C.